Task: Regression/Classification. Given a drug SMILES string, predict its absorption, distribution, metabolism, or excretion properties. Task type varies by dataset: regression for continuous measurements (e.g., permeability, clearance, half-life) or binary classification for categorical outcomes (e.g., BBB penetration, CYP inhibition). Dataset: cyp1a2_veith.. Dataset: CYP1A2 inhibition data for predicting drug metabolism from PubChem BioAssay (1) The compound is COc1ccc(NC(=O)CSc2nncn2C)c([N+](=O)[O-])c1. The result is 1 (inhibitor). (2) The compound is CCCn1c(=O)c2[nH]c(-c3ccccc3)nc2n(CCC)c1=O. The result is 1 (inhibitor). (3) The compound is Cc1cc(OCC(=O)OC(C)C)c2c3c(c(=O)oc2c1)CCCC3. The result is 1 (inhibitor). (4) The compound is Cc1cc(Cc2c(C)c(C)c(Cc3cc(C)cc(C(C)(C)C)c3O)c(C)c2C)c(O)c(C(C)(C)C)c1. The result is 0 (non-inhibitor).